The task is: Predict the reactants needed to synthesize the given product.. This data is from Full USPTO retrosynthesis dataset with 1.9M reactions from patents (1976-2016). (1) Given the product [C:13]([C:2]1[CH:3]=[C:4]([CH:9]=[CH:10][C:11]=1[CH3:12])[C:5]([O:7][CH3:8])=[O:6])#[N:14], predict the reactants needed to synthesize it. The reactants are: Br[C:2]1[CH:3]=[C:4]([CH:9]=[CH:10][C:11]=1[CH3:12])[C:5]([O:7][CH3:8])=[O:6].[CH3:13][N:14](C)C=O. (2) Given the product [CH3:28][C:29]1[N:37]=[CH:36][CH:35]=[CH:34][C:30]=1[C:31]([NH:14][C:11]1[CH:12]=[CH:13][C:8]([CH3:7])=[C:9]([NH:15][C:16]2[N:21]=[C:20]([C:22]3[CH:23]=[N:24][CH:25]=[CH:26][CH:27]=3)[CH:19]=[CH:18][N:17]=2)[CH:10]=1)=[O:32], predict the reactants needed to synthesize it. The reactants are: CCCP(=O)=O.[CH3:7][C:8]1[CH:13]=[CH:12][C:11]([NH2:14])=[CH:10][C:9]=1[NH:15][C:16]1[N:21]=[C:20]([C:22]2[CH:23]=[N:24][CH:25]=[CH:26][CH:27]=2)[CH:19]=[CH:18][N:17]=1.[CH3:28][C:29]1[N:37]=[CH:36][CH:35]=[CH:34][C:30]=1[C:31](O)=[O:32].C(N(CC)CC)C.C(=O)([O-])O.[Na+]. (3) Given the product [Cl:2][C:3]1[C:8]([N:9]2[C:13]([CH3:14])=[C:12]([N:15]3[CH2:20][CH2:19][N:18]([C:21]([O:23][CH:24]([CH3:26])[CH3:25])=[O:22])[CH2:17][CH2:16]3)[N:11]=[N:10]2)=[CH:7][CH:6]=[CH:5][N:4]=1, predict the reactants needed to synthesize it. The reactants are: Cl.[Cl:2][C:3]1[C:8]([N:9]2[C:13]([CH3:14])=[C:12]([N:15]3[CH2:20][CH2:19][N:18]([C:21]([O:23][C:24](C)([CH3:26])[CH3:25])=[O:22])[CH2:17][CH2:16]3)[N:11]=[N:10]2)=[CH:7][CH:6]=[CH:5][N:4]=1. (4) The reactants are: [Cl:1][C:2]1[CH:3]=[CH:4][C:5]2[N:9]=[C:8]([CH2:10][O:11][C:12]3[C:19]([O:20][CH2:21]C)=[CH:18][C:15]([CH:16]=[O:17])=[C:14]([F:23])[CH:13]=3)[NH:7][C:6]=2[CH:24]=1.C(N(CC)C(C)C)(C)C.[C:34]([O:38][C:39](O[C:39]([O:38][C:34]([CH3:37])([CH3:36])[CH3:35])=[O:40])=[O:40])([CH3:37])([CH3:36])[CH3:35]. Given the product [C:34]([O:38][C:39]([N:7]1[C:6]2[CH:24]=[C:2]([Cl:1])[CH:3]=[CH:4][C:5]=2[N:9]=[C:8]1[CH2:10][O:11][C:12]1[CH:13]=[C:14]([F:23])[C:15]([CH:16]=[O:17])=[CH:18][C:19]=1[O:20][CH3:21])=[O:40])([CH3:37])([CH3:36])[CH3:35], predict the reactants needed to synthesize it. (5) Given the product [C:22]([O:26][C:27](=[O:32])[NH:28][CH2:29][CH2:30][NH:31][C:2]1[CH:3]=[C:4]2[C:9](=[CH:10][C:11]=1[N+:12]([O-:14])=[O:13])[NH:8][C:7](=[O:15])[N:6]([NH:16][S:17]([CH3:20])(=[O:19])=[O:18])[C:5]2=[O:21])([CH3:25])([CH3:23])[CH3:24], predict the reactants needed to synthesize it. The reactants are: F[C:2]1[CH:3]=[C:4]2[C:9](=[CH:10][C:11]=1[N+:12]([O-:14])=[O:13])[NH:8][C:7](=[O:15])[N:6]([NH:16][S:17]([CH3:20])(=[O:19])=[O:18])[C:5]2=[O:21].[C:22]([O:26][C:27](=[O:32])[NH:28][CH2:29][CH2:30][NH2:31])([CH3:25])([CH3:24])[CH3:23]. (6) Given the product [CH2:21]([C:20]([C:16]1[CH:17]=[C:18]([CH3:19])[C:13]([C:10]2[CH:11]=[CH:12][C:7]([CH2:6][C:5]([OH:42])=[O:4])=[C:8]([F:41])[CH:9]=2)=[C:14]([CH3:40])[CH:15]=1)([C:23]1[CH:28]=[CH:27][C:26](/[CH:29]=[CH:30]/[C:31]([CH2:32][CH3:33])([OH:34])[CH2:35][CH3:36])=[C:25]([CH3:37])[CH:24]=1)[CH2:38][CH3:39])[CH3:22], predict the reactants needed to synthesize it. The reactants are: [OH-].[Na+].C[O:4][C:5](=[O:42])[CH2:6][C:7]1[CH:12]=[CH:11][C:10]([C:13]2[C:18]([CH3:19])=[CH:17][C:16]([C:20]([CH2:38][CH3:39])([C:23]3[CH:28]=[CH:27][C:26](/[CH:29]=[CH:30]/[C:31]([CH2:35][CH3:36])([OH:34])[CH2:32][CH3:33])=[C:25]([CH3:37])[CH:24]=3)[CH2:21][CH3:22])=[CH:15][C:14]=2[CH3:40])=[CH:9][C:8]=1[F:41].[Cl-].[NH4+].